This data is from Reaction yield outcomes from USPTO patents with 853,638 reactions. The task is: Predict the reaction yield, written as a fraction of the theoretical maximum amount of product (1.0 means a 100% yield; for example, 0.34 means a 34% yield). (1) The reactants are [F:1][C:2]1[C:14]([F:15])=[CH:13][C:12]([CH2:16][C:17]([CH3:19])=[CH2:18])=[C:11]([OH:20])[C:3]=1[C:4]([O:6]CC(C)=C)=[O:5]. The catalyst is C(O)=O. The product is [F:15][C:14]1[C:2]([F:1])=[C:3]([C:4]([OH:6])=[O:5])[C:11]2[O:20][C:17]([CH3:19])([CH3:18])[CH2:16][C:12]=2[CH:13]=1. The yield is 0.610. (2) The yield is 0.400. The catalyst is C1COCC1. The product is [C:31]1([NH:30][C:2]2[O:3][CH:4]=[C:5]([C:7]([N:9]3[CH2:14][CH2:13][N:12]([C:15]([O:17][C:18]([CH3:21])([CH3:20])[CH3:19])=[O:16])[CH2:11][CH:10]3[CH2:22][O:23][C:24]3[CH:25]=[N:26][CH:27]=[CH:28][CH:29]=3)=[O:8])[N:6]=2)[CH:36]=[CH:35][CH:34]=[CH:33][CH:32]=1. The reactants are Cl[C:2]1[O:3][CH:4]=[C:5]([C:7]([N:9]2[CH2:14][CH2:13][N:12]([C:15]([O:17][C:18]([CH3:21])([CH3:20])[CH3:19])=[O:16])[CH2:11][CH:10]2[CH2:22][O:23][C:24]2[CH:25]=[N:26][CH:27]=[CH:28][CH:29]=2)=[O:8])[N:6]=1.[NH2:30][C:31]1[CH:36]=[CH:35][CH:34]=[CH:33][CH:32]=1.C(=O)([O-])[O-].[K+].[K+]. (3) The reactants are [CH:1]([C:4]1[CH:9]=[CH:8][C:7]([CH:10]2[C:14]3[C:15]([CH3:32])=[C:16]([NH:21][C:22](=O)[C:23]4[CH:28]=[CH:27][C:26]([O:29][CH3:30])=[CH:25][CH:24]=4)[C:17]([CH3:20])=[C:18]([CH3:19])[C:13]=3[O:12][C:11]2([CH3:34])[CH3:33])=[CH:6][CH:5]=1)([CH3:3])[CH3:2]. The catalyst is CCCCCC. The product is [CH:1]([C:4]1[CH:5]=[CH:6][C:7]([CH:10]2[C:14]3[C:15]([CH3:32])=[C:16]([NH:21][CH2:22][C:23]4[CH:24]=[CH:25][C:26]([O:29][CH3:30])=[CH:27][CH:28]=4)[C:17]([CH3:20])=[C:18]([CH3:19])[C:13]=3[O:12][C:11]2([CH3:34])[CH3:33])=[CH:8][CH:9]=1)([CH3:3])[CH3:2]. The yield is 0.800.